From a dataset of Catalyst prediction with 721,799 reactions and 888 catalyst types from USPTO. Predict which catalyst facilitates the given reaction. (1) Product: [C:26]([O:29][CH2:30][C:31]1[C:32]([N:40]2[CH2:51][CH2:50][N:49]3[C:42](=[CH:43][C:44]4[CH2:45][C:46]([CH3:53])([CH3:52])[CH2:47][C:48]=43)[C:41]2=[O:54])=[N:33][CH:34]=[CH:35][C:36]=1[C:2]1[CH:3]=[C:4]([NH:10][C:11]2[CH:16]=[CH:15][C:14]([C:17]([N:19]3[CH2:24][CH2:23][O:22][CH2:21][C@H:20]3[CH3:25])=[O:18])=[CH:13][N:12]=2)[C:5](=[O:9])[N:6]([CH3:8])[N:7]=1)(=[O:28])[CH3:27]. The catalyst class is: 379. Reactant: Cl[C:2]1[CH:3]=[C:4]([NH:10][C:11]2[CH:16]=[CH:15][C:14]([C:17]([N:19]3[CH2:24][CH2:23][O:22][CH2:21][C@H:20]3[CH3:25])=[O:18])=[CH:13][N:12]=2)[C:5](=[O:9])[N:6]([CH3:8])[N:7]=1.[C:26]([O:29][CH2:30][C:31]1[C:32]([N:40]2[CH2:51][CH2:50][N:49]3[C:42](=[CH:43][C:44]4[CH2:45][C:46]([CH3:53])([CH3:52])[CH2:47][C:48]=43)[C:41]2=[O:54])=[N:33][CH:34]=[CH:35][C:36]=1B(O)O)(=[O:28])[CH3:27].[O-]P([O-])([O-])=O.[K+].[K+].[K+].C([O-])(=O)C.[Na+]. (2) Product: [C:32]([OH:34])(=[O:33])[C:31]1[CH:36]=[CH:37][CH:28]=[CH:29][CH:30]=1. The catalyst class is: 6. Reactant: OC([C:28]1[CH:37]=[CH:36][C:31]([C:32]([O:34]C)=[O:33])=[CH:30][CH:29]=1)(C1SC(C2C=C(NC3N=C(C(F)(F)F)C=CN=3)C=C(C)C=2)=CN=1)CO.CO.[OH-].[Na+].Cl. (3) Reactant: [O:1]=[C:2]([CH2:8][CH2:9][CH3:10])[CH2:3][C:4]([O:6][CH3:7])=[O:5]. Product: [OH:1][C@@H:2]([CH2:8][CH2:9][CH3:10])[CH2:3][C:4]([O:6][CH3:7])=[O:5]. The catalyst class is: 5. (4) Reactant: [H-].[Na+].[Cl:3][C:4]1[CH:5]=[C:6]([CH:8]=[CH:9][C:10]=1[O:11][CH3:12])[NH2:7].[Cl:13][C:14]1[CH:19]=[CH:18][CH:17]=[C:16](Cl)[C:15]=1[N+:21]([O-:23])=[O:22].Cl. Product: [Cl:13][C:14]1[C:15]([N+:21]([O-:23])=[O:22])=[C:16]([CH:17]=[CH:18][CH:19]=1)[NH:7][C:6]1[CH:8]=[CH:9][C:10]([O:11][CH3:12])=[C:4]([Cl:3])[CH:5]=1. The catalyst class is: 20. (5) Reactant: [CH3:1][O:2][C:3]([C@H:5]1[C@H:10]([CH3:11])[O:9][C@@H:8]([CH3:12])[CH2:7][N:6]1[S:13][C:14]1[CH:19]=[CH:18][C:17]([OH:20])=[CH:16][CH:15]=1)=[O:4].[CH3:21][C:22]1[CH:29]=[CH:28][CH:27]=[CH:26][C:23]=1[CH2:24]Br.C(=O)([O-])[O-].[Cs+].[Cs+].C(OCC)C. Product: [CH3:1][O:2][C:3]([C@H:5]1[C@H:10]([CH3:11])[O:9][C@@H:8]([CH3:12])[CH2:7][N:6]1[S:13][C:14]1[CH:15]=[CH:16][C:17]([O:20][CH2:21][C:22]2[CH:29]=[CH:28][CH:27]=[CH:26][C:23]=2[CH3:24])=[CH:18][CH:19]=1)=[O:4]. The catalyst class is: 42. (6) Reactant: C(O)(C(F)(F)F)=O.[CH3:8][C:9]1[N:14]=[C:13]2[N:15]([CH:24]3[CH2:29][CH2:28][N:27](C(OC(C)(C)C)=O)[CH2:26][CH2:25]3)[C:16]([C:18]3[CH:23]=[CH:22][CH:21]=[CH:20][CH:19]=3)=[N:17][C:12]2=[CH:11][CH:10]=1.C([O-])(O)=O.[Na+]. Product: [CH3:8][C:9]1[N:14]=[C:13]2[N:15]([CH:24]3[CH2:29][CH2:28][NH:27][CH2:26][CH2:25]3)[C:16]([C:18]3[CH:23]=[CH:22][CH:21]=[CH:20][CH:19]=3)=[N:17][C:12]2=[CH:11][CH:10]=1. The catalyst class is: 2. (7) Reactant: [CH:1]1[CH:6]=[CH:5][C:4]([CH2:7][C@@H:8](NC(OCC2C=CC=CC=2)=O)[C:9]([OH:11])=[O:10])=[CH:3][CH:2]=1.C(N1CCN(CCO)CC1)(OC(C)(C)C)=O.[S:39]1C(C2OC(=O)C3(CCCC3)N=2)=CC2C=CC=CC1=2. Product: [S:39]1[C:8]([C:9]([OH:11])=[O:10])=[CH:7][C:4]2[CH:3]=[CH:2][CH:1]=[CH:6][C:5]1=2. The catalyst class is: 85. (8) Reactant: [ClH:1].[CH3:2][O:3][C:4]1[CH:5]=[C:6]2[C:10](=[CH:11][CH:12]=1)[NH:9][CH:8]=[C:7]2[C:13]1[CH2:14][CH2:15][N:16]([CH:19]2[CH2:24][CH2:23][C:22]([N:31]([CH3:33])[CH3:32])([C:25]3[CH:30]=[CH:29][CH:28]=[CH:27][CH:26]=3)[CH2:21][CH2:20]2)[CH2:17][CH:18]=1.[Cl:34][Si](C)(C)C. Product: [ClH:34].[ClH:1].[CH3:2][O:3][C:4]1[CH:5]=[C:6]2[C:10](=[CH:11][CH:12]=1)[NH:9][CH:8]=[C:7]2[C:13]1[CH2:14][CH2:15][N:16]([CH:19]2[CH2:24][CH2:23][C:22]([N:31]([CH3:32])[CH3:33])([C:25]3[CH:26]=[CH:27][CH:28]=[CH:29][CH:30]=3)[CH2:21][CH2:20]2)[CH2:17][CH:18]=1. The catalyst class is: 573. (9) Reactant: [NH2:1][CH:2]([C:6]([NH2:8])=[O:7])[C:3]([NH2:5])=[O:4].[C:9](OCC)(=O)[CH:10]=[O:11].[OH-].[Na+].Cl. Product: [OH:4][C:3]1[C:2]([C:6]([NH2:8])=[O:7])=[N:1][CH:9]=[C:10]([OH:11])[N:5]=1. The catalyst class is: 6.